This data is from TCR-epitope binding with 47,182 pairs between 192 epitopes and 23,139 TCRs. The task is: Binary Classification. Given a T-cell receptor sequence (or CDR3 region) and an epitope sequence, predict whether binding occurs between them. (1) The epitope is GMFNMLSTVLGVS. The TCR CDR3 sequence is CSASAWVEYQETQYF. Result: 0 (the TCR does not bind to the epitope). (2) The epitope is NLVPMVATV. The TCR CDR3 sequence is CSARDQRGLAGGIEDTQYF. Result: 1 (the TCR binds to the epitope). (3) The epitope is NLDSKVGGNY. The TCR CDR3 sequence is CASSEAVSGASTYGYTF. Result: 0 (the TCR does not bind to the epitope). (4) The epitope is TPRVTGGGAM. The TCR CDR3 sequence is CASSNRTGVPTGELFF. Result: 1 (the TCR binds to the epitope). (5) The epitope is KPLEFGATSAAL. The TCR CDR3 sequence is CASSLAGQDAYEQYF. Result: 0 (the TCR does not bind to the epitope). (6) The epitope is VTEHDTLLY. The TCR CDR3 sequence is CASSFVDISSGRAMEETQYF. Result: 0 (the TCR does not bind to the epitope). (7) The epitope is KEIDRLNEV. The TCR CDR3 sequence is CASSVTAGDSEQYF. Result: 0 (the TCR does not bind to the epitope).